The task is: Predict the reaction yield, written as a fraction of the theoretical maximum amount of product (1.0 means a 100% yield; for example, 0.34 means a 34% yield).. This data is from Reaction yield outcomes from USPTO patents with 853,638 reactions. The reactants are [C:1]([O:5][C:6]([N:8]1[CH2:11][C:10]([C:13]2[CH:18]=[CH:17][C:16]([O:19]CC3C=CC=CC=3)=[CH:15][C:14]=2[O:27]CC2C=CC=CC=2)(O)[CH2:9]1)=[O:7])([CH3:4])([CH3:3])[CH3:2]. The catalyst is C(OCC)(=O)C.CO.[Pd]. The product is [C:1]([O:5][C:6]([N:8]1[CH2:9][CH:10]([C:13]2[CH:18]=[CH:17][C:16]([OH:19])=[CH:15][C:14]=2[OH:27])[CH2:11]1)=[O:7])([CH3:4])([CH3:2])[CH3:3]. The yield is 0.280.